Task: Predict the product of the given reaction.. Dataset: Forward reaction prediction with 1.9M reactions from USPTO patents (1976-2016) (1) Given the reactants [CH2:1]([Mg]Br)[CH2:2][CH2:3][CH2:4][CH2:5][CH3:6].[Br:9][C:10]1[CH:17]=[CH:16][C:13]([CH:14]=[O:15])=[CH:12][CH:11]=1, predict the reaction product. The product is: [Br:9][C:10]1[CH:17]=[CH:16][C:13]([CH:14]([OH:15])[CH2:1][CH2:2][CH2:3][CH2:4][CH2:5][CH3:6])=[CH:12][CH:11]=1. (2) Given the reactants [CH2:1]([O:3][C:4]([C:6]1[NH:7][CH:8]=[CH:9][N:10]=1)=[O:5])[CH3:2].C([O-])([O-])=O.[K+].[K+].[CH3:17][Si:18]([CH2:21][CH2:22][O:23][CH2:24]Cl)([CH3:20])[CH3:19].CC(C)=O, predict the reaction product. The product is: [CH2:1]([O:3][C:4]([C:6]1[N:7]([CH2:24][O:23][CH2:22][CH2:21][Si:18]([CH3:20])([CH3:19])[CH3:17])[CH:8]=[CH:9][N:10]=1)=[O:5])[CH3:2]. (3) Given the reactants [H-].[Na+].[CH3:3][C:4]1[N:5]([C:10]2[CH:14]=[C:13]([C:15]3([OH:19])[CH2:18][O:17][CH2:16]3)[N:12]([CH2:20][O:21][CH2:22][CH2:23][Si:24]([CH3:27])([CH3:26])[CH3:25])[N:11]=2)[C:6]([CH3:9])=[CH:7][CH:8]=1.[C:28](=[S:30])=[S:29].I[CH3:32], predict the reaction product. The product is: [CH3:3][C:4]1[N:5]([C:10]2[CH:14]=[C:13]([C:15]3([O:19][C:28]([S:30][CH3:32])=[S:29])[CH2:16][O:17][CH2:18]3)[N:12]([CH2:20][O:21][CH2:22][CH2:23][Si:24]([CH3:25])([CH3:27])[CH3:26])[N:11]=2)[C:6]([CH3:9])=[CH:7][CH:8]=1.